From a dataset of Reaction yield outcomes from USPTO patents with 853,638 reactions. Predict the reaction yield, written as a fraction of the theoretical maximum amount of product (1.0 means a 100% yield; for example, 0.34 means a 34% yield). (1) The reactants are [Br:1][C:2]1[CH:3]=[C:4]2[C:8](=[CH:9][CH:10]=1)[N:7](C(=O)C)[CH2:6][CH2:5]2.C([O-])([O-])=O.[Na+].[Na+]. The catalyst is Cl. The product is [Br:1][C:2]1[CH:3]=[C:4]2[C:8](=[CH:9][CH:10]=1)[NH:7][CH2:6][CH2:5]2. The yield is 0.550. (2) The reactants are [OH:1][C:2]1[CH:11]=[C:10]([O:12][CH3:13])[CH:9]=[CH:8][C:3]=1[C:4]([O:6][CH3:7])=[O:5].Cl[CH:15](Cl)[O:16]C. The catalyst is C(Cl)Cl.[Ti](Cl)(Cl)(Cl)Cl. The product is [OH:1][C:2]1[C:11]([CH:15]=[O:16])=[C:10]([O:12][CH3:13])[CH:9]=[CH:8][C:3]=1[C:4]([O:6][CH3:7])=[O:5]. The yield is 0.420. (3) The reactants are COC1C=C(OC)C=CC=1C[N:6]([C:30]1[CH:35]=[CH:34][N:33]=[CH:32][N:31]=1)[S:7]([C:10]1[CH:15]=[C:14]([CH3:16])[C:13]([O:17][C@H:18]2[CH2:22][CH2:21][CH2:20][C@@H:19]2[C:23]2[N:27]([CH3:28])[N:26]=[CH:25][CH:24]=2)=[CH:12][C:11]=1[F:29])(=[O:9])=[O:8].C([SiH](CC)CC)C.FC(F)(F)C(O)=O. The catalyst is ClCCl. The product is [F:29][C:11]1[CH:12]=[C:13]([O:17][C@H:18]2[CH2:22][CH2:21][CH2:20][C@@H:19]2[C:23]2[N:27]([CH3:28])[N:26]=[CH:25][CH:24]=2)[C:14]([CH3:16])=[CH:15][C:10]=1[S:7]([NH:6][C:30]1[CH:35]=[CH:34][N:33]=[CH:32][N:31]=1)(=[O:8])=[O:9]. The yield is 0.980. (4) The reactants are [CH3:1][C:2]1[N:17]([S:18]([C:21]2[CH:26]=[CH:25][CH:24]=[CH:23][CH:22]=2)(=[O:20])=[O:19])[C:5]2=[N:6][CH:7]=[CH:8][C:9]([C:10]3[CH:15]=[CH:14][C:13]([NH2:16])=[CH:12][CH:11]=3)=[C:4]2[CH:3]=1.[CH3:27][S:28](Cl)(=[O:30])=[O:29]. The catalyst is C1COCC1. The product is [CH3:1][C:2]1[N:17]([S:18]([C:21]2[CH:22]=[CH:23][CH:24]=[CH:25][CH:26]=2)(=[O:20])=[O:19])[C:5]2=[N:6][CH:7]=[CH:8][C:9]([C:10]3[CH:11]=[CH:12][C:13]([NH:16][S:28]([CH3:27])(=[O:30])=[O:29])=[CH:14][CH:15]=3)=[C:4]2[CH:3]=1. The yield is 0.880.